Dataset: Reaction yield outcomes from USPTO patents with 853,638 reactions. Task: Predict the reaction yield, written as a fraction of the theoretical maximum amount of product (1.0 means a 100% yield; for example, 0.34 means a 34% yield). (1) The reactants are [O:1]1[CH2:6][CH2:5][N:4]([C:7]2[CH:8]=[C:9]([NH:13][C:14]3[N:19]=[C:18]4[N:20](C5CCCCO5)[N:21]=[CH:22][C:17]4=[C:16]([C:29]4[CH:30]=[C:31]([NH:35][C:36](=[O:39])[CH:37]=[CH2:38])[CH:32]=[CH:33][CH:34]=4)[N:15]=3)[CH:10]=[CH:11][CH:12]=2)[CH2:3][CH2:2]1.FC(F)(F)C(O)=O. The product is [O:1]1[CH2:2][CH2:3][N:4]([C:7]2[CH:8]=[C:9]([NH:13][C:14]3[N:19]=[C:18]4[NH:20][N:21]=[CH:22][C:17]4=[C:16]([C:29]4[CH:30]=[C:31]([NH:35][C:36](=[O:39])[CH:37]=[CH2:38])[CH:32]=[CH:33][CH:34]=4)[N:15]=3)[CH:10]=[CH:11][CH:12]=2)[CH2:5][CH2:6]1. The catalyst is C(Cl)Cl. The yield is 0.514. (2) The reactants are [F:1][C:2]1[CH:3]=[C:4]([NH:22][C:23](=[O:32])[O:24]CC2C=CC=CC=2)[CH:5]=[CH:6][C:7]=1[N:8]1[CH:12]=[C:11]2[CH2:13][N:14]([C:16]3[N:17]=[N:18][N:19]([CH3:21])[N:20]=3)[CH2:15][C:10]2=[N:9]1.[Li+].C[Si]([N-][Si](C)(C)C)(C)C.[CH2:43]1C[O:46][CH2:45][CH2:44]1. No catalyst specified. The product is [F:1][C:2]1[CH:3]=[C:4]([N:22]2[CH2:43][CH:44]([CH2:45][OH:46])[O:24][C:23]2=[O:32])[CH:5]=[CH:6][C:7]=1[N:8]1[CH:12]=[C:11]2[CH2:13][N:14]([C:16]3[N:17]=[N:18][N:19]([CH3:21])[N:20]=3)[CH2:15][C:10]2=[N:9]1. The yield is 0.100. (3) The reactants are [Br:1][C:2]1[CH:7]=[CH:6][C:5](I)=[CH:4][CH:3]=1.[CH3:9][NH:10][CH2:11][CH3:12].C1C=C2C=CC(O)=C(C3C4C(=CC=CC=4)C=CC=3O)C2=CC=1.P([O-])([O-])([O-])=O.[K+].[K+].[K+]. The catalyst is [Cu]Br.CN(C)C=O. The product is [CH2:11]([N:10]([CH3:9])[C:5]1[CH:6]=[CH:7][C:2]([Br:1])=[CH:3][CH:4]=1)[CH3:12]. The yield is 0.690.